From a dataset of Forward reaction prediction with 1.9M reactions from USPTO patents (1976-2016). Predict the product of the given reaction. (1) Given the reactants C[O:2][C:3]([C:5]1[CH:10]=[CH:9][C:8]([O:11][CH2:12][C:13]([F:18])([F:17])[CH:14]([F:16])[F:15])=[CH:7][N:6]=1)=[O:4].[OH-].[Li+].Cl, predict the reaction product. The product is: [F:18][C:13]([F:17])([CH:14]([F:16])[F:15])[CH2:12][O:11][C:8]1[CH:9]=[CH:10][C:5]([C:3]([OH:4])=[O:2])=[N:6][CH:7]=1. (2) Given the reactants [Cl:1][C:2]1[CH:7]=[C:6]([N+:8]([O-:10])=[O:9])[CH:5]=[CH:4][C:3]=1[C:11](=O)[CH2:12][C:13]([C:15]1[C:16]([OH:36])=[C:17]([CH:25]2[CH2:29][CH2:28][N:27]([CH3:30])[CH:26]2[CH2:31][O:32]C(=O)C)[C:18]([O:23][CH3:24])=[CH:19][C:20]=1[O:21][CH3:22])=[O:14].C([O-])(O)=O.[Na+], predict the reaction product. The product is: [Cl:1][C:2]1[CH:7]=[C:6]([N+:8]([O-:10])=[O:9])[CH:5]=[CH:4][C:3]=1[C:11]1[O:36][C:16]2[C:15]([C:13](=[O:14])[CH:12]=1)=[C:20]([O:21][CH3:22])[CH:19]=[C:18]([O:23][CH3:24])[C:17]=2[C@@H:25]1[CH2:29][CH2:28][N:27]([CH3:30])[C@H:26]1[CH2:31][OH:32].